This data is from Forward reaction prediction with 1.9M reactions from USPTO patents (1976-2016). The task is: Predict the product of the given reaction. (1) Given the reactants [NH:1]1[CH2:4][CH:3]([CH2:5][N:6]([C@@H:13]2[CH2:15][C@H:14]2[C:16]2[CH:21]=[CH:20][CH:19]=[CH:18][CH:17]=2)C(=[O:12])C(F)(F)F)[CH2:2]1.[CH:22]([C:24]1[CH:31]=[CH:30][C:27]([C:28]#[N:29])=[CH:26][CH:25]=1)=[O:23].C(O)(=O)C.C(O[BH-](OC(=O)C)OC(=O)C)(=O)C.[Na+].[OH-].[Na+], predict the reaction product. The product is: [C:2](#[N:1])[CH3:3].[OH2:12].[NH4+:29].[OH-:23].[C:16]1([C@@H:14]2[CH2:15][C@H:13]2[NH:6][CH2:5][CH:3]2[CH2:2][N:1]([CH2:22][C:24]3[CH:31]=[CH:30][C:27]([C:28]#[N:29])=[CH:26][CH:25]=3)[CH2:4]2)[CH:17]=[CH:18][CH:19]=[CH:20][CH:21]=1. (2) Given the reactants Br[C:2]1[CH:7]=[CH:6][CH:5]=[C:4]([Br:8])[N:3]=1.[C:9]1([CH2:15][CH2:16][OH:17])[CH:14]=[CH:13][CH:12]=[CH:11][CH:10]=1, predict the reaction product. The product is: [Br:8][C:4]1[CH:5]=[CH:6][CH:7]=[C:2]([O:17][CH2:16][CH2:15][C:9]2[CH:14]=[CH:13][CH:12]=[CH:11][CH:10]=2)[N:3]=1. (3) Given the reactants [OH:1][C:2]1[CH:7]=[CH:6][C:5]([C:8]2[CH:13]=[C:12]([O:14][CH3:15])[CH:11]=[C:10]([CH2:16][CH:17]3[S:21][C:20](=S)[NH:19][C:18]3=[O:23])[CH:9]=2)=[CH:4][C:3]=1[C:24]1([CH3:30])[CH2:29][CH2:28][CH2:27][CH2:26][CH2:25]1.[NH:31]1[CH2:35][CH2:34][CH2:33][CH2:32]1, predict the reaction product. The product is: [OH:1][C:2]1[CH:7]=[CH:6][C:5]([C:8]2[CH:13]=[C:12]([O:14][CH3:15])[CH:11]=[C:10]([CH2:16][CH:17]3[S:21][C:20]([N:31]4[CH2:35][CH2:34][CH2:33][CH2:32]4)=[N:19][C:18]3=[O:23])[CH:9]=2)=[CH:4][C:3]=1[C:24]1([CH3:30])[CH2:29][CH2:28][CH2:27][CH2:26][CH2:25]1.